Dataset: Reaction yield outcomes from USPTO patents with 853,638 reactions. Task: Predict the reaction yield, written as a fraction of the theoretical maximum amount of product (1.0 means a 100% yield; for example, 0.34 means a 34% yield). (1) The reactants are CC(C)([O-])C.[K+].[Cl-].[CH3:8][O:9][CH2:10][P+](C1C=CC=CC=1)(C1C=CC=CC=1)C1C=CC=CC=1.[Cl:30][C:31]1[CH:36]=[CH:35][CH:34]=[C:33]([Cl:37])[C:32]=1[N:38]1[C:42]([CH2:43][O:44][C:45]2[CH:50]=[CH:49][C:48]([C:51](=O)[CH3:52])=[C:47]([CH3:54])[CH:46]=2)=[C:41]([CH:55]([CH3:57])[CH3:56])[CH:40]=[N:39]1. The catalyst is C1COCC1. The product is [Cl:37][C:33]1[CH:34]=[CH:35][CH:36]=[C:31]([Cl:30])[C:32]=1[N:38]1[C:42]([CH2:43][O:44][C:45]2[CH:50]=[CH:49][C:48]([C:51]([CH3:52])=[CH:8][O:9][CH3:10])=[C:47]([CH3:54])[CH:46]=2)=[C:41]([CH:55]([CH3:57])[CH3:56])[CH:40]=[N:39]1. The yield is 0.930. (2) The reactants are C(O[C:4]1[C:8]([O:9][CH2:10][CH3:11])=[N:7][S:6](=[O:12])[N:5]=1)C.[C:13]([O:17][C:18](=[O:29])[C@H:19]([CH2:21][C:22]1[CH:27]=[CH:26][C:25]([OH:28])=[CH:24][CH:23]=1)[NH2:20])([CH3:16])([CH3:15])[CH3:14]. The product is [C:13]([O:17][C:18](=[O:29])[C@H:19]([CH2:21][C:22]1[CH:27]=[CH:26][C:25]([OH:28])=[CH:24][CH:23]=1)[NH:20][C:4]1[C:8]([O:9][CH2:10][CH3:11])=[N:7][S:6](=[O:12])[N:5]=1)([CH3:16])([CH3:14])[CH3:15]. The catalyst is C(O)C. The yield is 0.880. (3) The reactants are Br[C:2]1[CH:15]=[CH:14][C:5]2[O:6][C:7]3[CH:12]=[CH:11][C:10]([Br:13])=[CH:9][C:8]=3[C:4]=2[CH:3]=1.[C:16]1([N:22]2[C:34]3[CH:33]=[CH:32][C:31](B(O)O)=[CH:30][C:29]=3[C:28]3[C:23]2=[CH:24][CH:25]=[CH:26][CH:27]=3)[CH:21]=[CH:20][CH:19]=[CH:18][CH:17]=1.C(=O)([O-])[O-].[K+].[K+]. The catalyst is O1CCOCC1.O.C1C=CC([P]([Pd]([P](C2C=CC=CC=2)(C2C=CC=CC=2)C2C=CC=CC=2)([P](C2C=CC=CC=2)(C2C=CC=CC=2)C2C=CC=CC=2)[P](C2C=CC=CC=2)(C2C=CC=CC=2)C2C=CC=CC=2)(C2C=CC=CC=2)C2C=CC=CC=2)=CC=1. The product is [Br:13][C:10]1[CH:11]=[CH:12][C:7]2[O:6][C:5]3[CH:14]=[CH:15][C:2]([C:31]4[CH:32]=[CH:33][C:34]5[N:22]([C:16]6[CH:21]=[CH:20][CH:19]=[CH:18][CH:17]=6)[C:23]6[C:28]([C:29]=5[CH:30]=4)=[CH:27][CH:26]=[CH:25][CH:24]=6)=[CH:3][C:4]=3[C:8]=2[CH:9]=1. The yield is 0.550. (4) The reactants are [C:1]([C:3]1[N:8]=[C:7]([NH:9][CH2:10][C:11]([CH3:14])([CH3:13])[CH3:12])[C:6]([C:15]#[C:16][CH2:17][N:18]2[CH2:23][CH2:22][N:21](C(O)=O)[CH2:20][CH2:19]2)=[CH:5][N:4]=1)#[N:2]. The catalyst is O1CCOCC1.Cl. The product is [CH3:12][C:11]([CH3:14])([CH3:13])[CH2:10][NH:9][C:7]1[C:6]([C:15]#[C:16][CH2:17][N:18]2[CH2:23][CH2:22][NH:21][CH2:20][CH2:19]2)=[CH:5][N:4]=[C:3]([C:1]#[N:2])[N:8]=1. The yield is 0.720. (5) The reactants are [Cl:1][C:2]1[C:7](=[O:8])[N:6]([CH2:9][C:10]([OH:12])=O)[N:5]=[CH:4][C:3]=1[NH:13][C@@H:14]1[CH2:19][C@@H:18]2[CH2:20][C@@H:16]([C:17]2([CH3:22])[CH3:21])[C@H:15]1[CH3:23].O[N:25]=[C:26]([C:28]1[CH:33]=[CH:32][N:31]=[CH:30][CH:29]=1)[NH2:27].C1(N=C=NC2CCCCC2)CCCCC1. The catalyst is ClCCl. The product is [Cl:1][C:2]1[C:7](=[O:8])[N:6]([CH2:9][C:10]2[O:12][N:27]=[C:26]([C:28]3[CH:33]=[CH:32][N:31]=[CH:30][CH:29]=3)[N:25]=2)[N:5]=[CH:4][C:3]=1[NH:13][C@@H:14]1[CH2:19][C@@H:18]2[CH2:20][C@@H:16]([C:17]2([CH3:22])[CH3:21])[C@H:15]1[CH3:23]. The yield is 0.750. (6) The reactants are O=[C:2]1[CH2:6][CH2:5][CH2:4][CH:3]1[C:7]([O:9]C)=O.[NH2:11][C:12]([NH2:14])=[S:13].[OH-].[K+]. The catalyst is C(O)C.O. The product is [SH:13][C:12]1[N:11]=[C:7]([OH:9])[C:3]2[CH2:4][CH2:5][CH2:6][C:2]=2[N:14]=1. The yield is 0.260. (7) The reactants are [NH2:1][C:2]1[C:3]([C:19](Cl)=O)=[N:4][C:5]([N:8]2[CH2:13][CH2:12][N:11]([S:14]([CH2:17][CH3:18])(=[O:16])=[O:15])[CH2:10][CH2:9]2)=[CH:6][N:7]=1.[NH2:22][C:23]1[CH:28]=[CH:27][CH:26]=[CH:25][C:24]=1[SH:29]. The catalyst is C(#N)C. The product is [S:29]1[C:24]2[CH:25]=[CH:26][CH:27]=[CH:28][C:23]=2[N:22]=[C:19]1[C:3]1[C:2]([NH2:1])=[N:7][CH:6]=[C:5]([N:8]2[CH2:13][CH2:12][N:11]([S:14]([CH2:17][CH3:18])(=[O:16])=[O:15])[CH2:10][CH2:9]2)[N:4]=1. The yield is 0.200. (8) The reactants are C(Cl)CCl.[Cl:5][C:6]1[CH:11]=[CH:10][C:9]([N:12]2[CH2:16][CH2:15][CH:14]([C:17]([OH:19])=O)[CH2:13]2)=[CH:8][CH:7]=1.Cl.[CH3:21][NH:22][O:23][CH3:24].C(N(CC)CC)C. The catalyst is CN(C1C=CN=CC=1)C.ClCCl.O. The product is [CH3:24][O:23][N:22]([CH3:21])[C:17]([CH:14]1[CH2:15][CH2:16][N:12]([C:9]2[CH:10]=[CH:11][C:6]([Cl:5])=[CH:7][CH:8]=2)[CH2:13]1)=[O:19]. The yield is 0.980.